From a dataset of Full USPTO retrosynthesis dataset with 1.9M reactions from patents (1976-2016). Predict the reactants needed to synthesize the given product. (1) Given the product [F:1][C:2]([F:29])([F:28])[C:3]1[CH:4]=[C:5]([CH:21]=[C:22]([C:24]([F:27])([F:26])[F:25])[CH:23]=1)[CH2:6][N:7]1[CH2:14][CH2:13][CH2:12][O:11][C:10]2[N:15]=[CH:16][CH:17]=[C:18]([C:32]3[CH:33]=[CH:34][CH:35]=[CH:36][C:31]=3[Cl:30])[C:9]=2[C:8]1=[O:20], predict the reactants needed to synthesize it. The reactants are: [F:1][C:2]([F:29])([F:28])[C:3]1[CH:4]=[C:5]([CH:21]=[C:22]([C:24]([F:27])([F:26])[F:25])[CH:23]=1)[CH2:6][N:7]1[CH2:14][CH2:13][CH2:12][O:11][C:10]2[N:15]=[CH:16][CH:17]=[C:18](I)[C:9]=2[C:8]1=[O:20].[Cl:30][C:31]1[CH:36]=[CH:35][CH:34]=[CH:33][C:32]=1B(O)O. (2) Given the product [CH2:20]([N:8]([CH2:1][C:2]1[CH:3]=[CH:4][CH:5]=[CH:6][CH:7]=1)[C:9]1[CH:14]=[CH:13][CH:12]=[C:11]([N+:15]([O-:17])=[O:16])[C:10]=1[CH2:18][O:19][CH3:30])[C:21]1[CH:26]=[CH:25][CH:24]=[CH:23][CH:22]=1, predict the reactants needed to synthesize it. The reactants are: [CH2:1]([N:8]([CH2:20][C:21]1[CH:26]=[CH:25][CH:24]=[CH:23][CH:22]=1)[C:9]1[CH:14]=[CH:13][CH:12]=[C:11]([N+:15]([O-:17])=[O:16])[C:10]=1[CH2:18][OH:19])[C:2]1[CH:7]=[CH:6][CH:5]=[CH:4][CH:3]=1.[H-].[Na+].I[CH3:30]. (3) Given the product [Cl:9][C:10]1[CH:11]=[C:12]([O:31][CH2:2][CH2:3][O:4][CH2:5][CH2:6][O:7][CH3:8])[CH:13]=[CH:14][C:15]=1[CH:16]([CH3:30])[C:17]([C:22]1[CH:27]=[N:26][C:25]([CH3:28])=[CH:24][N:23]=1)([OH:29])[C:18]([F:21])([F:19])[F:20], predict the reactants needed to synthesize it. The reactants are: Br[CH2:2][CH2:3][O:4][CH2:5][CH2:6][O:7][CH3:8].[Cl:9][C:10]1[CH:11]=[C:12]([OH:31])[CH:13]=[CH:14][C:15]=1[CH:16]([CH3:30])[C:17]([OH:29])([C:22]1[CH:27]=[N:26][C:25]([CH3:28])=[CH:24][N:23]=1)[C:18]([F:21])([F:20])[F:19]. (4) Given the product [Cl:24][C:25]1[N:26]=[C:27]([C:32]([NH:1][C@H:2]2[CH2:7][CH2:6][N:5]([C:8]3[O:9][C:10]([CH2:20][CH3:21])=[C:11]([C:13]([O:15][CH2:16][CH2:17][CH2:18][CH3:19])=[O:14])[N:12]=3)[CH2:4][C@H:3]2[O:22][CH3:23])=[O:33])[NH:28][C:29]=1[CH2:30][CH3:31], predict the reactants needed to synthesize it. The reactants are: [NH2:1][C@H:2]1[CH2:7][CH2:6][N:5]([C:8]2[O:9][C:10]([CH2:20][CH3:21])=[C:11]([C:13]([O:15][CH2:16][CH2:17][CH2:18][CH3:19])=[O:14])[N:12]=2)[CH2:4][C@H:3]1[O:22][CH3:23].[Cl:24][C:25]1[N:26]=[C:27]([C:32](O)=[O:33])[NH:28][C:29]=1[CH2:30][CH3:31].CCN=C=NCCCN(C)C.Cl.C1C=CC2N(O)N=NC=2C=1. (5) Given the product [N:11]1[CH:12]=[CH:13][CH:14]=[CH:15][C:10]=1[C:8]1[S:9][C:5]([C:3]([OH:4])=[O:2])=[CH:6][N:7]=1, predict the reactants needed to synthesize it. The reactants are: C[O:2][C:3]([C:5]1[S:9][C:8]([C:10]2[CH:15]=[CH:14][CH:13]=[CH:12][N:11]=2)=[N:7][CH:6]=1)=[O:4].[OH-].[Li+].ClCCl.